This data is from Forward reaction prediction with 1.9M reactions from USPTO patents (1976-2016). The task is: Predict the product of the given reaction. Given the reactants [NH2:1][C:2]([NH:4][C@H:5]([C:9]([N:11]1[CH2:19][C@H:18]([O:20][C:21]2[C:30]3[C:25](=[CH:26][CH:27]=[C:28]([CH:31]=[CH2:32])[CH:29]=3)[CH:24]=[CH:23][N:22]=2)[CH2:17][C@H:12]1[C:13]([O:15][CH3:16])=[O:14])=[O:10])[CH:6]([CH3:8])[CH3:7])=[S:3].Br[CH2:34][C:35](=O)[CH2:36][CH2:37][CH:38]=[CH2:39], predict the reaction product. The product is: [CH2:36]([C:35]1[N:1]=[C:2]([NH:4][C@H:5]([C:9]([N:11]2[CH2:19][C@H:18]([O:20][C:21]3[C:30]4[C:25](=[CH:26][CH:27]=[C:28]([CH:31]=[CH2:32])[CH:29]=4)[CH:24]=[CH:23][N:22]=3)[CH2:17][C@H:12]2[C:13]([O:15][CH3:16])=[O:14])=[O:10])[CH:6]([CH3:8])[CH3:7])[S:3][CH:34]=1)[CH2:37][CH:38]=[CH2:39].